Dataset: Full USPTO retrosynthesis dataset with 1.9M reactions from patents (1976-2016). Task: Predict the reactants needed to synthesize the given product. (1) Given the product [C:18]([OH:22])(=[O:21])[CH:19]=[CH2:20].[Cl-:1].[CH2:11]([N+:4]([CH2:2][CH3:3])([CH2:8][CH:9]=[CH2:10])[CH2:5][CH:6]=[CH2:7])[CH3:12].[C:13]([NH2:17])(=[O:16])[CH:14]=[CH2:15], predict the reactants needed to synthesize it. The reactants are: [Cl-:1].[CH2:2]([N+:4]([CH2:11][CH3:12])([CH2:8][CH:9]=[CH2:10])[CH2:5][CH:6]=[CH2:7])[CH3:3].[C:13]([NH2:17])(=[O:16])[CH:14]=[CH2:15].[C:18]([OH:22])(=[O:21])[CH:19]=[CH2:20].[OH-].[Na+].S(OOS([O-])(=O)=O)([O-])(=O)=O.[Na+].[Na+].S(=O)(O)[O-].[Na+]. (2) Given the product [CH3:13][CH:7]([C:8]([OH:9])=[O:22])[CH2:6][C@@H:5]([C:11]([OH:10])=[O:12])[NH2:4].[CH2:34]([O:33][C:31]([NH:30][CH2:29][CH2:28][CH2:27][CH2:26][C@@H:25]([C:41]([OH:43])=[O:42])[NH2:24])=[O:32])[C:35]1[CH:36]=[CH:37][CH:38]=[CH:39][CH:40]=1, predict the reactants needed to synthesize it. The reactants are: C([NH:4][C@@H:5]1[C:11](=[O:12])[O:10][C:8](=[O:9])[CH:7]([CH3:13])[CH2:6]1)(O)=O.CN(C)CCCN.C([NH:24][C@H:25]([C:41]([O:43]C(=O)[C@H](CCCCNC(OCC1C=CC=CC=1)=O)NC(O)=O)=[O:42])[CH2:26][CH2:27][CH2:28][CH2:29][NH:30][C:31]([O:33][CH2:34][C:35]1[CH:40]=[CH:39][CH:38]=[CH:37][CH:36]=1)=[O:32])(O)=[O:22].